The task is: Predict the product of the given reaction.. This data is from Forward reaction prediction with 1.9M reactions from USPTO patents (1976-2016). (1) Given the reactants [CH3:1][O:2][C:3]1[CH:10]=[CH:9][C:6]([CH:7]=O)=[CH:5][C:4]=1[N+:11]([O-:13])=[O:12].C1(P(=[CH:33][C:34]([O:36][CH3:37])=[O:35])(C2C=CC=CC=2)C2C=CC=CC=2)C=CC=CC=1, predict the reaction product. The product is: [CH3:37][O:36][C:34](=[O:35])/[CH:33]=[CH:7]/[C:6]1[CH:9]=[CH:10][C:3]([O:2][CH3:1])=[C:4]([N+:11]([O-:13])=[O:12])[CH:5]=1. (2) Given the reactants [OH:1][C:2]1[CH:7]=[CH:6][C:5]([CH2:8][C:9]([O:11][CH3:12])=[O:10])=[CH:4][CH:3]=1.C(=O)([O-])[O-].[Cs+].[Cs+].Br[CH2:20][CH2:21][O:22][CH2:23][C:24]1[CH:29]=[CH:28][CH:27]=[CH:26][CH:25]=1.O, predict the reaction product. The product is: [CH2:23]([O:22][CH2:21][CH2:20][O:1][C:2]1[CH:3]=[CH:4][C:5]([CH2:8][C:9]([O:11][CH3:12])=[O:10])=[CH:6][CH:7]=1)[C:24]1[CH:29]=[CH:28][CH:27]=[CH:26][CH:25]=1.